Dataset: Reaction yield outcomes from USPTO patents with 853,638 reactions. Task: Predict the reaction yield, written as a fraction of the theoretical maximum amount of product (1.0 means a 100% yield; for example, 0.34 means a 34% yield). (1) The reactants are [Si:1]([O:18][CH2:19][C:20]([C:23]1[S:24][C:25]([C:28]2[CH:33]=[CH:32][CH:31]=[C:30]([N+:34]([O-])=O)[CH:29]=2)=[CH:26][N:27]=1)([CH3:22])[CH3:21])([C:14]([CH3:17])([CH3:16])[CH3:15])([C:8]1[CH:13]=[CH:12][CH:11]=[CH:10][CH:9]=1)[C:2]1[CH:7]=[CH:6][CH:5]=[CH:4][CH:3]=1.ClCCl. The catalyst is C(OCC)(=O)C.[Pd]. The product is [Si:1]([O:18][CH2:19][C:20]([C:23]1[S:24][C:25]([C:28]2[CH:29]=[C:30]([CH:31]=[CH:32][CH:33]=2)[NH2:34])=[CH:26][N:27]=1)([CH3:22])[CH3:21])([C:14]([CH3:15])([CH3:16])[CH3:17])([C:2]1[CH:7]=[CH:6][CH:5]=[CH:4][CH:3]=1)[C:8]1[CH:13]=[CH:12][CH:11]=[CH:10][CH:9]=1. The yield is 0.910. (2) The reactants are CN(C)/[CH:3]=[CH:4]/[C:5]1[C:15]([N+:16]([O-])=O)=[CH:14][C:13]([N+:19]([O-])=O)=[CH:12][C:6]=1[C:7]([O:9][CH2:10][CH3:11])=[O:8].Cl[Sn]Cl. The catalyst is C(O)C. The product is [NH2:19][C:13]1[CH:12]=[C:6]([C:7]([O:9][CH2:10][CH3:11])=[O:8])[C:5]2[CH:4]=[CH:3][NH:16][C:15]=2[CH:14]=1. The yield is 0.400. (3) The reactants are FC(F)(F)C(O)=O.[Cl:8][C:9]1[C:10]([F:37])=[C:11]([CH:15]2[C:19]([C:27]#[N:28])([C:20]3[CH:25]=[CH:24][C:23]([F:26])=[CH:22][CH:21]=3)[CH:18]([CH2:29][C:30]([CH3:33])([CH3:32])[CH3:31])[NH:17][CH:16]2[C:34](O)=[O:35])[CH:12]=[CH:13][CH:14]=1.CC1(C)[O:43][C@@H:42]([CH2:44][CH2:45][NH2:46])[CH2:41][O:40]1.CN(C(ON1N=NC2C=CC=NC1=2)=[N+](C)C)C.F[P-](F)(F)(F)(F)F.CCN(C(C)C)C(C)C.Cl. The catalyst is C(Cl)Cl.O1CCCC1. The product is [OH:43][C@H:42]([CH2:41][OH:40])[CH2:44][CH2:45][NH:46][C:34]([CH:16]1[CH:15]([C:11]2[CH:12]=[CH:13][CH:14]=[C:9]([Cl:8])[C:10]=2[F:37])[C:19]([C:27]#[N:28])([C:20]2[CH:21]=[CH:22][C:23]([F:26])=[CH:24][CH:25]=2)[CH:18]([CH2:29][C:30]([CH3:33])([CH3:32])[CH3:31])[NH:17]1)=[O:35]. The yield is 0.550. (4) The reactants are [F:1][CH2:2][C:3]([C:7]1[CH:11]=[C:10]([NH2:12])[O:9][N:8]=1)([CH3:6])[CH2:4][F:5].Cl[C:14]([O:16][C:17]1[CH:22]=[CH:21][CH:20]=[CH:19][CH:18]=1)=[O:15].C([O-])([O-])=O.[K+].[K+]. The catalyst is C1COCC1. The product is [F:1][CH2:2][C:3]([C:7]1[CH:11]=[C:10]([NH:12][C:14](=[O:15])[O:16][C:17]2[CH:22]=[CH:21][CH:20]=[CH:19][CH:18]=2)[O:9][N:8]=1)([CH3:6])[CH2:4][F:5]. The yield is 1.00. (5) The reactants are CN(C(ON1N=NC2C=CC=NC1=2)=[N+](C)C)C.F[P-](F)(F)(F)(F)F.Cl.Cl.Cl.[Cl:28][C:29]1[N:34]=[CH:33][C:32]([C:35]2[NH:39][C:38]([C@@H:40]3[CH2:44][CH2:43][CH2:42][NH:41]3)=[N:37][CH:36]=2)=[CH:31][N:30]=1.[N:45]1[CH:50]=[CH:49][CH:48]=[C:47]([CH2:51][C:52](O)=[O:53])[CH:46]=1.CCN(C(C)C)C(C)C. The catalyst is CN(C=O)C. The product is [Cl:28][C:29]1[N:34]=[CH:33][C:32]([C:35]2[NH:39][C:38]([C@@H:40]3[CH2:44][CH2:43][CH2:42][N:41]3[C:52](=[O:53])[CH2:51][C:47]3[CH:46]=[N:45][CH:50]=[CH:49][CH:48]=3)=[N:37][CH:36]=2)=[CH:31][N:30]=1. The yield is 0.250.